Dataset: Reaction yield outcomes from USPTO patents with 853,638 reactions. Task: Predict the reaction yield, written as a fraction of the theoretical maximum amount of product (1.0 means a 100% yield; for example, 0.34 means a 34% yield). The reactants are [CH3:1][C:2]1[CH:7]=[CH:6][C:5]([CH2:8]O)=[CH:4][C:3]=1[S:10]([CH3:13])(=[O:12])=[O:11].C1(P([N:28]=[N+:29]=[N-:30])(C2C=CC=CC=2)=O)C=CC=CC=1.N12CCCN=C1CCCCC2. The catalyst is C1(C)C=CC=CC=1. The product is [N:28]([CH2:8][C:5]1[CH:6]=[CH:7][C:2]([CH3:1])=[C:3]([S:10]([CH3:13])(=[O:12])=[O:11])[CH:4]=1)=[N+:29]=[N-:30]. The yield is 0.620.